Dataset: Reaction yield outcomes from USPTO patents with 853,638 reactions. Task: Predict the reaction yield, written as a fraction of the theoretical maximum amount of product (1.0 means a 100% yield; for example, 0.34 means a 34% yield). (1) The reactants are [Li+].[OH-].C[O:4][C:5](=[O:14])[C:6]1[CH:11]=[CH:10][C:9]([C:12]#[CH:13])=[CH:8][CH:7]=1.O. The catalyst is CO.O. The product is [C:12]([C:9]1[CH:10]=[CH:11][C:6]([C:5]([OH:14])=[O:4])=[CH:7][CH:8]=1)#[CH:13]. The yield is 0.819. (2) The reactants are C[O-].[Na+].[Cl:4][C:5]1[CH:10]=[CH:9][CH:8]=[CH:7][C:6]=1[SH:11].I[CH2:13][CH3:14]. The catalyst is CO. The product is [Cl:4][C:5]1[CH:10]=[CH:9][CH:8]=[CH:7][C:6]=1[S:11][CH2:13][CH3:14]. The yield is 0.960. (3) The reactants are [CH2:1]([C:3]1[CH:4]=[C:5]([OH:26])[CH:6]=[C:7]([CH3:25])[C:8]=1[O:9][CH2:10][CH2:11][CH2:12][CH2:13][O:14][C:15]1[CH:20]=[CH:19][C:18]([C:21]([F:24])([F:23])[F:22])=[CH:17][N:16]=1)[CH3:2].C(=O)([O-])[O-].[K+].[K+].[Cl:33][C:34]([Cl:38])=[CH:35][CH2:36]Cl. The catalyst is CN(C)C=O. The product is [CH2:1]([C:3]1[CH:4]=[C:5]([O:26][CH2:36][CH:35]=[C:34]([Cl:38])[Cl:33])[CH:6]=[C:7]([CH3:25])[C:8]=1[O:9][CH2:10][CH2:11][CH2:12][CH2:13][O:14][C:15]1[CH:20]=[CH:19][C:18]([C:21]([F:22])([F:23])[F:24])=[CH:17][N:16]=1)[CH3:2]. The yield is 0.640. (4) The reactants are Cl[CH2:2][CH2:3][O:4][CH2:5][CH2:6][OH:7].[C:8]1(=[O:18])[NH:12][C:11](=[O:13])[C:10]2=[CH:14][CH:15]=[CH:16][CH:17]=[C:9]12.[K]. The catalyst is CN(C)C=O. The product is [C:8]1(=[O:18])[N:12]([CH2:2][CH2:3][O:4][CH2:5][CH2:6][OH:7])[C:11](=[O:13])[C:10]2=[CH:14][CH:15]=[CH:16][CH:17]=[C:9]12. The yield is 0.642.